Dataset: Forward reaction prediction with 1.9M reactions from USPTO patents (1976-2016). Task: Predict the product of the given reaction. (1) Given the reactants [CH2:1]([O:3][C:4](=[O:16])[C:5]1[CH:13]=[C:12]([CH2:14][OH:15])[CH:11]=[C:7]([C:8](O)=[O:9])[CH:6]=1)[CH3:2].[CH3:17][NH:18]CCC.ON1C2C=CC=CC=2N=N1.Cl.CN(C)CCCN=C=NCC, predict the reaction product. The product is: [CH2:1]([O:3][C:4](=[O:16])[C:5]1[CH:13]=[C:12]([CH2:14][OH:15])[CH:11]=[C:7]([C:8]([NH:18][CH3:17])=[O:9])[CH:6]=1)[CH3:2]. (2) Given the reactants [NH2:1][C@H:2]([C:7]([OH:9])=[O:8])[CH2:3][C:4](=[O:6])[NH2:5].[C:10](Cl)(=[O:15])[C:11]([CH3:14])([CH3:13])[CH3:12], predict the reaction product. The product is: [C:10]([NH:1][C@H:2]([C:7]([OH:9])=[O:8])[CH2:3][C:4](=[O:6])[NH2:5])(=[O:15])[C:11]([CH3:14])([CH3:13])[CH3:12]. (3) Given the reactants [N+:1]([C:4]1[CH:9]=[CH:8][CH:7]=[CH:6][C:5]=1[S:10](Cl)(=[O:12])=[O:11])([O-:3])=[O:2].Cl.[CH2:15]([O:22][NH2:23])[C:16]1[CH:21]=[CH:20][CH:19]=[CH:18][CH:17]=1, predict the reaction product. The product is: [CH2:15]([O:22][NH:23][S:10]([C:5]1[CH:6]=[CH:7][CH:8]=[CH:9][C:4]=1[N+:1]([O-:3])=[O:2])(=[O:12])=[O:11])[C:16]1[CH:21]=[CH:20][CH:19]=[CH:18][CH:17]=1. (4) Given the reactants [C:1]([C:5]1[CH:6]=[C:7]([NH:11][C:12](=[O:25])[C:13]2[CH:18]=[CH:17][C:16]([N:19]3[CH2:24][CH2:23][NH:22][CH2:21][CH2:20]3)=[N:15][CH:14]=2)[CH:8]=[CH:9][CH:10]=1)([CH3:4])([CH3:3])[CH3:2].Cl[C:27]1[CH:35]=[CH:34][C:30]([C:31]([OH:33])=[O:32])=[CH:29][N:28]=1.C(C1C=C(NC(C2C=CC(N3CCN(C4C=CC(C(O)=O)=CC=4)CC3)=C(F)C=2)=O)C=CC=1)(C)(C)C, predict the reaction product. The product is: [C:1]([C:5]1[CH:6]=[C:7]([NH:11][C:12]([C:13]2[CH:18]=[CH:17][C:16]([N:19]3[CH2:24][CH2:23][N:22]([C:27]4[CH:35]=[CH:34][C:30]([C:31]([OH:33])=[O:32])=[CH:29][N:28]=4)[CH2:21][CH2:20]3)=[N:15][CH:14]=2)=[O:25])[CH:8]=[CH:9][CH:10]=1)([CH3:4])([CH3:2])[CH3:3]. (5) Given the reactants [CH:1]1([C:4]2[N:9]=[C:8]([C:10]3[C:18]4[C:13](=[CH:14][CH:15]=[C:16]([C:19]5[O:23][C:22]([NH:24]CC6C=CC(OC)=CC=6)=[N:21][N:20]=5)[CH:17]=4)[N:12]([S:34]([C:37]4[CH:43]=[CH:42][C:40]([CH3:41])=[CH:39][CH:38]=4)(=[O:36])=[O:35])[CH:11]=3)[CH:7]=[N:6][CH:5]=2)[CH2:3][CH2:2]1, predict the reaction product. The product is: [CH:1]1([C:4]2[N:9]=[C:8]([C:10]3[C:18]4[C:13](=[CH:14][CH:15]=[C:16]([C:19]5[O:23][C:22]([NH2:24])=[N:21][N:20]=5)[CH:17]=4)[N:12]([S:34]([C:37]4[CH:38]=[CH:39][C:40]([CH3:41])=[CH:42][CH:43]=4)(=[O:36])=[O:35])[CH:11]=3)[CH:7]=[N:6][CH:5]=2)[CH2:2][CH2:3]1. (6) Given the reactants [Br:1][C:2]1[CH:3]=[CH:4][C:5]([Cl:21])=[C:6]([CH:8]([C:10]2[CH:15]=[CH:14][C:13]([O:16][CH2:17][CH3:18])=[C:12]([F:19])[C:11]=2[F:20])O)[CH:7]=1.C([SiH](CC)CC)C.B(F)(F)F.CCOCC, predict the reaction product. The product is: [Br:1][C:2]1[CH:3]=[CH:4][C:5]([Cl:21])=[C:6]([CH2:8][C:10]2[CH:15]=[CH:14][C:13]([O:16][CH2:17][CH3:18])=[C:12]([F:19])[C:11]=2[F:20])[CH:7]=1.